This data is from Full USPTO retrosynthesis dataset with 1.9M reactions from patents (1976-2016). The task is: Predict the reactants needed to synthesize the given product. (1) Given the product [CH3:24][O:23][C:22]1[C:17]([NH2:7])=[N:18][CH:19]=[C:20]([CH2:25][C:26]2[C:34]3[C:29](=[N:30][CH:31]=[C:32]([CH3:35])[CH:33]=3)[NH:28][CH:27]=2)[CH:21]=1, predict the reactants needed to synthesize it. The reactants are: C(OC(=O)[N:7]([C:17]1[C:22]([O:23][CH3:24])=[CH:21][C:20]([CH:25](O)[C:26]2[C:34]3[C:29](=[N:30][CH:31]=[C:32]([CH3:35])[CH:33]=3)[NH:28][CH:27]=2)=[CH:19][N:18]=1)CC1C=CC(OC)=CC=1)(C)(C)C.C([SiH](CC)CC)C.FC(F)(F)C(O)=O. (2) The reactants are: [Cl:1][C:2]1[C:3]2[N:4]([C:8]([CH:12]3[CH2:15][C:14](=[O:16])[CH2:13]3)=[N:9][C:10]=2[I:11])[CH:5]=[CH:6][N:7]=1.[BH4-].[Na+]. Given the product [Cl:1][C:2]1[C:3]2[N:4]([C:8]([C@@H:12]3[CH2:13][C@H:14]([OH:16])[CH2:15]3)=[N:9][C:10]=2[I:11])[CH:5]=[CH:6][N:7]=1, predict the reactants needed to synthesize it.